Dataset: Peptide-MHC class II binding affinity with 134,281 pairs from IEDB. Task: Regression. Given a peptide amino acid sequence and an MHC pseudo amino acid sequence, predict their binding affinity value. This is MHC class II binding data. (1) The peptide sequence is LSFAAALNGLAGPLH. The MHC is DRB1_1302 with pseudo-sequence DRB1_1302. The binding affinity (normalized) is 0.293. (2) The peptide sequence is DKPFQNVNRITYGAC. The MHC is DRB1_0701 with pseudo-sequence DRB1_0701. The binding affinity (normalized) is 0.298. (3) The peptide sequence is MAAHKFMVAMFLAVA. The MHC is HLA-DPA10103-DPB10401 with pseudo-sequence HLA-DPA10103-DPB10401. The binding affinity (normalized) is 0.821. (4) The peptide sequence is EKKYFAATQFEALAA. The MHC is HLA-DQA10301-DQB10302 with pseudo-sequence HLA-DQA10301-DQB10302. The binding affinity (normalized) is 0.399. (5) The binding affinity (normalized) is 0.428. The MHC is DRB1_0405 with pseudo-sequence DRB1_0405. The peptide sequence is GKAFATYTNAKRIVK. (6) The peptide sequence is RKELLVTFKNAHAKK. The MHC is DRB1_1501 with pseudo-sequence DRB1_1501. The binding affinity (normalized) is 0.847. (7) The peptide sequence is VRYTTEGGTKTEAEDVIPEG. The MHC is DRB1_1302 with pseudo-sequence DRB1_1302. The binding affinity (normalized) is 0.152. (8) The peptide sequence is ADAGYAPATPAAAGA. The MHC is HLA-DQA10501-DQB10201 with pseudo-sequence HLA-DQA10501-DQB10201. The binding affinity (normalized) is 0.140. (9) The peptide sequence is FGQNTGAIAAAEARY. The MHC is HLA-DPA10201-DPB10101 with pseudo-sequence HLA-DPA10201-DPB10101. The binding affinity (normalized) is 0.294. (10) The peptide sequence is KGNKTCGFVDERGLY. The MHC is HLA-DQA10401-DQB10402 with pseudo-sequence HLA-DQA10401-DQB10402. The binding affinity (normalized) is 0.0346.